This data is from Reaction yield outcomes from USPTO patents with 853,638 reactions. The task is: Predict the reaction yield, written as a fraction of the theoretical maximum amount of product (1.0 means a 100% yield; for example, 0.34 means a 34% yield). (1) The reactants are [OH:1][CH2:2][C:3]1[N:8]2[CH:9]=[N:10][N:11]=[C:7]2[C:6]([N:12]2[CH2:17][CH2:16][N:15]([C:18]([O:20][C:21]([CH3:24])([CH3:23])[CH3:22])=[O:19])[CH2:14][CH2:13]2)=[N:5][CH:4]=1. The catalyst is O=[Mn]=O.C(Cl)Cl. The product is [CH:2]([C:3]1[N:8]2[CH:9]=[N:10][N:11]=[C:7]2[C:6]([N:12]2[CH2:17][CH2:16][N:15]([C:18]([O:20][C:21]([CH3:24])([CH3:23])[CH3:22])=[O:19])[CH2:14][CH2:13]2)=[N:5][CH:4]=1)=[O:1]. The yield is 0.870. (2) The reactants are [C:1]([C:5]1[CH:9]=[C:8]([NH2:10])[N:7]([C:11]2[CH:16]=[CH:15][C:14]([CH3:17])=[CH:13][CH:12]=2)[N:6]=1)([CH3:4])([CH3:3])[CH3:2].[C:18]([O-:21])(O)=O.[Na+].ClC(OC(Cl)=O)(Cl)Cl.[NH2:31][C:32]1[C:41]2[C:36](=[CH:37][CH:38]=[CH:39][CH:40]=2)[C:35]([O:42][C:43]([C:46]2[CH:51]=[CH:50][N:49]=[C:48]([NH2:52])[CH:47]=2)([CH3:45])[CH3:44])=[CH:34][CH:33]=1.CCN(C(C)C)C(C)C. The catalyst is C(Cl)Cl.C1COCC1.CCOC(C)=O.O. The product is [NH2:52][C:48]1[CH:47]=[C:46]([C:43]([O:42][C:35]2[C:36]3[C:41](=[CH:40][CH:39]=[CH:38][CH:37]=3)[C:32]([NH:31][C:18]([NH:10][C:8]3[N:7]([C:11]4[CH:12]=[CH:13][C:14]([CH3:17])=[CH:15][CH:16]=4)[N:6]=[C:5]([C:1]([CH3:4])([CH3:3])[CH3:2])[CH:9]=3)=[O:21])=[CH:33][CH:34]=2)([CH3:45])[CH3:44])[CH:51]=[CH:50][N:49]=1. The yield is 0.510.